This data is from NCI-60 drug combinations with 297,098 pairs across 59 cell lines. The task is: Regression. Given two drug SMILES strings and cell line genomic features, predict the synergy score measuring deviation from expected non-interaction effect. (1) Cell line: PC-3. Synergy scores: CSS=52.5, Synergy_ZIP=22.3, Synergy_Bliss=25.0, Synergy_Loewe=25.5, Synergy_HSA=25.5. Drug 1: CC1=C2C(C(=O)C3(C(CC4C(C3C(C(C2(C)C)(CC1OC(=O)C(C(C5=CC=CC=C5)NC(=O)OC(C)(C)C)O)O)OC(=O)C6=CC=CC=C6)(CO4)OC(=O)C)O)C)O. Drug 2: CC12CCC3C(C1CCC2OP(=O)(O)O)CCC4=C3C=CC(=C4)OC(=O)N(CCCl)CCCl.[Na+]. (2) Drug 1: CC12CCC(CC1=CCC3C2CCC4(C3CC=C4C5=CN=CC=C5)C)O. Drug 2: CC1CCC2CC(C(=CC=CC=CC(CC(C(=O)C(C(C(=CC(C(=O)CC(OC(=O)C3CCCCN3C(=O)C(=O)C1(O2)O)C(C)CC4CCC(C(C4)OC)O)C)C)O)OC)C)C)C)OC. Cell line: NCI-H226. Synergy scores: CSS=17.5, Synergy_ZIP=-1.59, Synergy_Bliss=3.94, Synergy_Loewe=-11.8, Synergy_HSA=3.58. (3) Drug 1: C1=C(C(=O)NC(=O)N1)N(CCCl)CCCl. Synergy scores: CSS=36.5, Synergy_ZIP=-4.80, Synergy_Bliss=-1.07, Synergy_Loewe=0.469, Synergy_HSA=1.87. Cell line: SW-620. Drug 2: CC1CCC2CC(C(=CC=CC=CC(CC(C(=O)C(C(C(=CC(C(=O)CC(OC(=O)C3CCCCN3C(=O)C(=O)C1(O2)O)C(C)CC4CCC(C(C4)OC)O)C)C)O)OC)C)C)C)OC.